This data is from Peptide-MHC class II binding affinity with 134,281 pairs from IEDB. The task is: Regression. Given a peptide amino acid sequence and an MHC pseudo amino acid sequence, predict their binding affinity value. This is MHC class II binding data. (1) The peptide sequence is EVAFGLVCATCEQIA. The MHC is DRB1_1501 with pseudo-sequence DRB1_1501. The binding affinity (normalized) is 0.154. (2) The peptide sequence is GELQWVDKIDAAFKI. The MHC is DRB3_0101 with pseudo-sequence DRB3_0101. The binding affinity (normalized) is 0.719. (3) The peptide sequence is KYFAATQFEPLAARL. The MHC is DRB1_0701 with pseudo-sequence DRB1_0701. The binding affinity (normalized) is 0.507. (4) The peptide sequence is GELQIVDKILAAFKI. The MHC is DRB4_0101 with pseudo-sequence DRB4_0103. The binding affinity (normalized) is 0.703. (5) The peptide sequence is LVGPTPANIIGRNLLTQIGC. The MHC is DRB4_0101 with pseudo-sequence DRB4_0103. The binding affinity (normalized) is 0.0524. (6) The peptide sequence is KNVLKVGRLSAEELM. The MHC is HLA-DPA10103-DPB10401 with pseudo-sequence HLA-DPA10103-DPB10401. The binding affinity (normalized) is 0.295. (7) The peptide sequence is LALIKGLVHPLSTLIS. The MHC is H-2-IAb with pseudo-sequence H-2-IAb. The binding affinity (normalized) is 0.446.